From a dataset of Retrosynthesis with 50K atom-mapped reactions and 10 reaction types from USPTO. Predict the reactants needed to synthesize the given product. Given the product CCOC(=O)c1cccc(N)c1N, predict the reactants needed to synthesize it. The reactants are: CCOC(=O)c1cccc([N+](=O)[O-])c1N.